The task is: Predict the reactants needed to synthesize the given product.. This data is from Full USPTO retrosynthesis dataset with 1.9M reactions from patents (1976-2016). (1) Given the product [Cl:28][C:21]1[CH:22]=[N+:23]([O-:27])[CH:24]=[C:25]([Cl:26])[C:20]=1[CH2:19][C@@H:18]([C:29]1[CH:34]=[CH:33][C:32]([O:35][CH:36]([F:38])[F:37])=[C:31]([O:39][CH2:40][CH:41]2[CH2:43][CH2:42]2)[CH:30]=1)[O:17][C:15](=[O:16])[CH2:14][NH:13][S:10]([C:7]1[CH:8]=[CH:9][C:4]([C:1]([N:44]2[CH2:49][CH2:48][O:47][CH2:46][CH2:45]2)=[O:2])=[CH:5][CH:6]=1)(=[O:11])=[O:12], predict the reactants needed to synthesize it. The reactants are: [C:1]([C:4]1[CH:9]=[CH:8][C:7]([S:10]([NH:13][CH2:14][C:15]([O:17][C@H:18]([C:29]2[CH:34]=[CH:33][C:32]([O:35][CH:36]([F:38])[F:37])=[C:31]([O:39][CH2:40][CH:41]3[CH2:43][CH2:42]3)[CH:30]=2)[CH2:19][C:20]2[C:25]([Cl:26])=[CH:24][N+:23]([O-:27])=[CH:22][C:21]=2[Cl:28])=[O:16])(=[O:12])=[O:11])=[CH:6][CH:5]=1)(O)=[O:2].[NH:44]1[CH2:49][CH2:48][O:47][CH2:46][CH2:45]1.C(Cl)CCl. (2) Given the product [CH3:15][O:14][C:11]1[CH:12]=[C:13]2[C:8](=[CH:9][CH:10]=1)[NH:7][C:6]([C:16]([NH:18][CH3:19])=[O:17])=[C:5]2[CH2:4][CH2:3][NH:2][C:26](=[O:29])[NH:23][O:34][CH3:35], predict the reactants needed to synthesize it. The reactants are: Cl.[NH2:2][CH2:3][CH2:4][C:5]1[C:13]2[C:8](=[CH:9][CH:10]=[C:11]([O:14][CH3:15])[CH:12]=2)[NH:7][C:6]=1[C:16]([NH:18][CH3:19])=[O:17].C([N:23]([CH:26](C)C)CC)(C)C.[OH-:29].[Na+].C([O:34][CH:35](C)C)(C)C. (3) Given the product [CH2:1]([N:8]1[CH:12]=[C:11]([CH:13]=[O:14])[C:10]([O:15][CH2:16][C:17]2[CH:22]=[CH:21][C:20]([O:23][CH2:24][C:25]3[N:26]=[C:27]([C:31]4[O:32][CH:33]=[CH:34][CH:35]=4)[O:28][C:29]=3[CH3:30])=[CH:19][C:18]=2[O:36][CH3:37])=[N:9]1)[C:2]1[CH:3]=[CH:4][CH:5]=[CH:6][CH:7]=1, predict the reactants needed to synthesize it. The reactants are: [CH2:1]([N:8]1[CH:12]=[C:11]([CH2:13][OH:14])[C:10]([O:15][CH2:16][C:17]2[CH:22]=[CH:21][C:20]([O:23][CH2:24][C:25]3[N:26]=[C:27]([C:31]4[O:32][CH:33]=[CH:34][CH:35]=4)[O:28][C:29]=3[CH3:30])=[CH:19][C:18]=2[O:36][CH3:37])=[N:9]1)[C:2]1[CH:7]=[CH:6][CH:5]=[CH:4][CH:3]=1.